Dataset: NCI-60 drug combinations with 297,098 pairs across 59 cell lines. Task: Regression. Given two drug SMILES strings and cell line genomic features, predict the synergy score measuring deviation from expected non-interaction effect. (1) Drug 1: CN1C(=O)N2C=NC(=C2N=N1)C(=O)N. Drug 2: CCC1(CC2CC(C3=C(CCN(C2)C1)C4=CC=CC=C4N3)(C5=C(C=C6C(=C5)C78CCN9C7C(C=CC9)(C(C(C8N6C)(C(=O)OC)O)OC(=O)C)CC)OC)C(=O)OC)O.OS(=O)(=O)O. Cell line: MOLT-4. Synergy scores: CSS=20.1, Synergy_ZIP=19.1, Synergy_Bliss=24.7, Synergy_Loewe=1.69, Synergy_HSA=8.16. (2) Drug 1: CCC1(CC2CC(C3=C(CCN(C2)C1)C4=CC=CC=C4N3)(C5=C(C=C6C(=C5)C78CCN9C7C(C=CC9)(C(C(C8N6C=O)(C(=O)OC)O)OC(=O)C)CC)OC)C(=O)OC)O.OS(=O)(=O)O. Drug 2: C1=CN(C=N1)CC(O)(P(=O)(O)O)P(=O)(O)O. Cell line: HCC-2998. Synergy scores: CSS=2.85, Synergy_ZIP=-1.89, Synergy_Bliss=-2.97, Synergy_Loewe=-3.41, Synergy_HSA=-5.01. (3) Drug 1: CC1=C(C=C(C=C1)NC(=O)C2=CC=C(C=C2)CN3CCN(CC3)C)NC4=NC=CC(=N4)C5=CN=CC=C5. Drug 2: B(C(CC(C)C)NC(=O)C(CC1=CC=CC=C1)NC(=O)C2=NC=CN=C2)(O)O. Cell line: UACC-257. Synergy scores: CSS=50.9, Synergy_ZIP=2.08, Synergy_Bliss=2.98, Synergy_Loewe=-23.0, Synergy_HSA=-0.551. (4) Drug 1: CN(CCCl)CCCl.Cl. Drug 2: C1C(C(OC1N2C=NC3=C2NC=NCC3O)CO)O. Cell line: NCI-H226. Synergy scores: CSS=2.10, Synergy_ZIP=-1.05, Synergy_Bliss=0.314, Synergy_Loewe=-0.180, Synergy_HSA=-0.100. (5) Synergy scores: CSS=28.3, Synergy_ZIP=-5.52, Synergy_Bliss=-4.84, Synergy_Loewe=-4.29, Synergy_HSA=-2.24. Drug 2: CC1CCC2CC(C(=CC=CC=CC(CC(C(=O)C(C(C(=CC(C(=O)CC(OC(=O)C3CCCCN3C(=O)C(=O)C1(O2)O)C(C)CC4CCC(C(C4)OC)OCCO)C)C)O)OC)C)C)C)OC. Drug 1: C1=NC2=C(N1)C(=S)N=C(N2)N. Cell line: HS 578T. (6) Drug 1: CN(C)N=NC1=C(NC=N1)C(=O)N. Drug 2: C1=CC=C(C=C1)NC(=O)CCCCCCC(=O)NO. Cell line: T-47D. Synergy scores: CSS=-2.17, Synergy_ZIP=-2.89, Synergy_Bliss=-9.61, Synergy_Loewe=-13.7, Synergy_HSA=-9.41. (7) Drug 1: CC1C(C(=O)NC(C(=O)N2CCCC2C(=O)N(CC(=O)N(C(C(=O)O1)C(C)C)C)C)C(C)C)NC(=O)C3=C4C(=C(C=C3)C)OC5=C(C(=O)C(=C(C5=N4)C(=O)NC6C(OC(=O)C(N(C(=O)CN(C(=O)C7CCCN7C(=O)C(NC6=O)C(C)C)C)C)C(C)C)C)N)C. Drug 2: CN1C2=C(C=C(C=C2)N(CCCl)CCCl)N=C1CCCC(=O)O.Cl. Cell line: SK-MEL-28. Synergy scores: CSS=4.63, Synergy_ZIP=-0.251, Synergy_Bliss=2.86, Synergy_Loewe=1.46, Synergy_HSA=2.30. (8) Drug 1: C1CC(=O)NC(=O)C1N2CC3=C(C2=O)C=CC=C3N. Drug 2: C1=CC(=CC=C1CC(C(=O)O)N)N(CCCl)CCCl.Cl. Cell line: CCRF-CEM. Synergy scores: CSS=42.6, Synergy_ZIP=-4.42, Synergy_Bliss=-1.17, Synergy_Loewe=-37.9, Synergy_HSA=-0.163. (9) Drug 1: C1=NC(=NC(=O)N1C2C(C(C(O2)CO)O)O)N. Drug 2: CN(CC1=CN=C2C(=N1)C(=NC(=N2)N)N)C3=CC=C(C=C3)C(=O)NC(CCC(=O)O)C(=O)O. Cell line: COLO 205. Synergy scores: CSS=30.7, Synergy_ZIP=-9.83, Synergy_Bliss=-6.02, Synergy_Loewe=-14.9, Synergy_HSA=-5.54.